From a dataset of Reaction yield outcomes from USPTO patents with 853,638 reactions. Predict the reaction yield, written as a fraction of the theoretical maximum amount of product (1.0 means a 100% yield; for example, 0.34 means a 34% yield). (1) The reactants are [CH3:1][C:2]1[O:6][N:5]=[C:4]([C:7]2[CH:12]=[CH:11][N:10]=[CH:9][N:8]=2)[C:3]=1[CH2:13][O:14][C:15]1[CH:23]=[CH:22][C:18]([C:19]([OH:21])=O)=[CH:17][N:16]=1.[CH2:24]([NH2:26])[CH3:25]. No catalyst specified. The product is [CH2:24]([NH:26][C:19](=[O:21])[C:18]1[CH:22]=[CH:23][C:15]([O:14][CH2:13][C:3]2[C:4]([C:7]3[CH:12]=[CH:11][N:10]=[CH:9][N:8]=3)=[N:5][O:6][C:2]=2[CH3:1])=[N:16][CH:17]=1)[CH3:25]. The yield is 0.780. (2) The reactants are [NH2:1][C:2]1[CH:7]=[CH:6][C:5]([N:8]2[CH2:13][CH2:12][N:11]([CH:14]([C:20]3[CH:25]=[CH:24][CH:23]=[CH:22][CH:21]=3)[C:15]([NH:17][CH2:18][CH3:19])=[O:16])[CH2:10][CH2:9]2)=[C:4]([F:26])[CH:3]=1.Cl.[CH2:28]([N:30]([CH2:36][CH3:37])[CH2:31][CH2:32][C:33](O)=[O:34])[CH3:29].C1CN([P+](Br)(N2CCCC2)N2CCCC2)CC1.F[P-](F)(F)(F)(F)F.CCN(C(C)C)C(C)C. The catalyst is C(Cl)Cl. The product is [CH2:28]([N:30]([CH2:36][CH3:37])[CH2:31][CH2:32][C:33]([NH:1][C:2]1[CH:7]=[CH:6][C:5]([N:8]2[CH2:13][CH2:12][N:11]([CH:14]([C:15](=[O:16])[NH:17][CH2:18][CH3:19])[C:20]3[CH:21]=[CH:22][CH:23]=[CH:24][CH:25]=3)[CH2:10][CH2:9]2)=[C:4]([F:26])[CH:3]=1)=[O:34])[CH3:29]. The yield is 0.560. (3) The reactants are [F:1][C:2]1[CH:20]=[CH:19][C:5]([CH2:6][O:7][C:8]2[CH:17]=[C:16]3[C:11]([C:12](=[O:18])[NH:13][CH:14]=[N:15]3)=[CH:10][CH:9]=2)=[CH:4][CH:3]=1.[H-].[Na+].FC1C=CC(CO)=CC=1.FC1C=C2[C:36]([C:37](=[O:43])[NH:38]C=N2)=CC=1.Cl. The catalyst is CN(C=O)C. The product is [F:1][C:2]1[CH:20]=[CH:19][C:5]([CH2:6][O:7][C:8]2[CH:17]=[C:16]3[C:11]([C:12](=[O:18])[N:13]([CH2:36][C:37]([NH2:38])=[O:43])[CH:14]=[N:15]3)=[CH:10][CH:9]=2)=[CH:4][CH:3]=1. The yield is 0.660. (4) The reactants are [CH3:1][Si:2]([C:5]#[CH:6])([CH3:4])[CH3:3].C([Li])CCC.[CH:12]([SiH:15]([CH:17]([CH3:19])[CH3:18])Cl)([CH3:14])[CH3:13]. The product is [CH3:1][Si:2]([C:5]#[C:6][SiH:15]([CH:17]([CH3:19])[CH3:18])[CH:12]([CH3:14])[CH3:13])([CH3:4])[CH3:3]. The catalyst is CCCCC. The yield is 0.990.